Dataset: Catalyst prediction with 721,799 reactions and 888 catalyst types from USPTO. Task: Predict which catalyst facilitates the given reaction. (1) Reactant: [CH3:1][N:2]1[C:10]2[C:5](=[CH:6][CH:7]=[CH:8][CH:9]=2)[CH:4]=[C:3]1[C:11]1[CH:12]=[C:13]([C:17]2[CH:18]=[C:19]3[C:24](=[N:25][CH:26]=2)[NH:23][CH2:22][CH2:21][CH2:20]3)[CH:14]=[N:15][CH:16]=1.[C:27]([N:35]=C=O)(=[O:34])C1C=CC=CC=1.C([O-])([O-])=O.[K+].[K+]. Product: [CH3:1][N:2]1[C:10]2[C:5](=[CH:6][CH:7]=[CH:8][CH:9]=2)[CH:4]=[C:3]1[C:11]1[CH:12]=[C:13]([C:17]2[CH:18]=[C:19]3[C:24](=[N:25][CH:26]=2)[N:23]([C:27]([NH2:35])=[O:34])[CH2:22][CH2:21][CH2:20]3)[CH:14]=[N:15][CH:16]=1. The catalyst class is: 2. (2) Reactant: CC1C=C(C)C=C(C)C=1S(O[C:14]1[C:19]([CH2:20][C:21]2[CH:26]=[CH:25][C:24]([CH2:27][C:28]#[N:29])=[CH:23][CH:22]=2)=[C:18]([CH3:30])[N:17]=[C:16]([NH2:31])[N:15]=1)(=O)=O.[CH2:32]([NH2:36])[CH2:33][CH2:34][CH3:35]. Product: [NH2:31][C:16]1[N:15]=[C:14]([NH:36][CH2:32][CH2:33][CH2:34][CH3:35])[C:19]([CH2:20][C:21]2[CH:22]=[CH:23][C:24]([CH2:27][C:28]#[N:29])=[CH:25][CH:26]=2)=[C:18]([CH3:30])[N:17]=1. The catalyst class is: 12. (3) Reactant: [Cl:1][C:2]1[CH:10]=[C:9]2[C:5]([C:6]([CH2:21][CH:22]([CH3:24])[CH3:23])=[CH:7][N:8]2[C:11]2[S:12][CH:13]=[C:14]([C:16]([O:18]CC)=[O:17])[N:15]=2)=[CH:4][CH:3]=1.[OH-].[Na+]. Product: [Cl:1][C:2]1[CH:10]=[C:9]2[C:5]([C:6]([CH2:21][CH:22]([CH3:24])[CH3:23])=[CH:7][N:8]2[C:11]2[S:12][CH:13]=[C:14]([C:16]([OH:18])=[O:17])[N:15]=2)=[CH:4][CH:3]=1. The catalyst class is: 8. (4) The catalyst class is: 52. Reactant: [CH2:1]([C:3]1[CH:12]=[C:11]([CH3:13])[CH:10]=[CH:9][C:4]=1[C:5]([O:7][CH3:8])=[O:6])[CH3:2].[I:14]I.S(=O)(=O)(O)O. Product: [CH2:1]([C:3]1[CH:12]=[C:11]([CH3:13])[C:10]([I:14])=[CH:9][C:4]=1[C:5]([O:7][CH3:8])=[O:6])[CH3:2]. (5) Reactant: [CH3:1][O:2][C:3]1[CH:11]=[C:10]2[C:6]([CH:7]=[C:8]([C:12]3[CH:13]=[N:14][CH:15]=[N:16][CH:17]=3)[NH:9]2)=[CH:5][CH:4]=1.[CH:18]([C:20]1[N:25]=[C:24]([C:26]([O:28][CH3:29])=[O:27])[CH:23]=[CH:22][CH:21]=1)=[O:19].C1CCN2C(=NCCC2)CC1. Product: [OH:19][CH:18]([C:7]1[C:6]2[C:10](=[CH:11][C:3]([O:2][CH3:1])=[CH:4][CH:5]=2)[NH:9][C:8]=1[C:12]1[CH:13]=[N:14][CH:15]=[N:16][CH:17]=1)[C:20]1[N:25]=[C:24]([C:26]([O:28][CH3:29])=[O:27])[CH:23]=[CH:22][CH:21]=1. The catalyst class is: 4.